This data is from Reaction yield outcomes from USPTO patents with 853,638 reactions. The task is: Predict the reaction yield, written as a fraction of the theoretical maximum amount of product (1.0 means a 100% yield; for example, 0.34 means a 34% yield). The reactants are C([NH:4][C:5]1[C:14]2[CH2:13][CH2:12][CH2:11][CH2:10][C:9]=2[CH:8]=[CH:7][C:6]=1[N+:15]([O-:17])=[O:16])(=O)C.[OH-].[Na+].Cl. The catalyst is C(COC)OC. The product is [NH2:4][C:5]1[C:14]2[CH2:13][CH2:12][CH2:11][CH2:10][C:9]=2[CH:8]=[CH:7][C:6]=1[N+:15]([O-:17])=[O:16]. The yield is 0.950.